This data is from Reaction yield outcomes from USPTO patents with 853,638 reactions. The task is: Predict the reaction yield, written as a fraction of the theoretical maximum amount of product (1.0 means a 100% yield; for example, 0.34 means a 34% yield). (1) The reactants are [F:1][C:2]1[CH:7]=[CH:6][C:5]([OH:8])=[CH:4][CH:3]=1.[Na+].[I-:10].[OH-].[Na+].[O-]Cl.[Na+]. The catalyst is CO. The product is [F:1][C:2]1[CH:7]=[CH:6][C:5]([OH:8])=[C:4]([I:10])[CH:3]=1. The yield is 0.678. (2) The reactants are [C:1]1([CH2:7][CH:8]=O)[CH:6]=[CH:5][CH:4]=[CH:3][CH:2]=1.[C:10]([NH:14][OH:15])([CH3:13])([CH3:12])[CH3:11]. The catalyst is Cl.C(Cl)(Cl)Cl. The product is [C:10]([N+:14]([O-:15])=[CH:8][CH2:7][C:1]1[CH:6]=[CH:5][CH:4]=[CH:3][CH:2]=1)([CH3:13])([CH3:12])[CH3:11]. The yield is 0.800.